Dataset: Full USPTO retrosynthesis dataset with 1.9M reactions from patents (1976-2016). Task: Predict the reactants needed to synthesize the given product. (1) Given the product [F:24][C:18]1[CH:17]=[C:16]([C:3]2[C:2]([C:26]#[C:25][C:27]3([OH:32])[CH2:31][CH2:30][CH2:29][CH2:28]3)=[N:7][CH:6]=[C:5]([N:8]3[CH2:13][CH2:12][CH:11]([NH:14][CH3:15])[CH2:10][CH2:9]3)[N:4]=2)[CH:23]=[CH:22][C:19]=1[C:20]#[N:21], predict the reactants needed to synthesize it. The reactants are: Br[C:2]1[C:3]([C:16]2[CH:23]=[CH:22][C:19]([C:20]#[N:21])=[C:18]([F:24])[CH:17]=2)=[N:4][C:5]([N:8]2[CH2:13][CH2:12][CH:11]([NH:14][CH3:15])[CH2:10][CH2:9]2)=[CH:6][N:7]=1.[C:25]([C:27]1([OH:32])[CH2:31][CH2:30][CH2:29][CH2:28]1)#[CH:26]. (2) Given the product [C:19]([NH:9][NH:8][C:6](=[O:7])[C:5]1[CH:10]=[CH:11][CH:12]=[CH:13][C:4]=1[N+:1]([O-:3])=[O:2])(=[O:26])[C:20]1[CH:25]=[CH:24][CH:23]=[CH:22][CH:21]=1, predict the reactants needed to synthesize it. The reactants are: [N+:1]([C:4]1[CH:13]=[CH:12][CH:11]=[CH:10][C:5]=1[C:6]([NH:8][NH2:9])=[O:7])([O-:3])=[O:2].C([O-])(O)=O.[Na+].[C:19](Cl)(=[O:26])[C:20]1[CH:25]=[CH:24][CH:23]=[CH:22][CH:21]=1.Cl. (3) Given the product [F:1][C:2]1[C:12]2[CH:11]([OH:13])[CH2:10][CH2:9][CH2:8][CH2:7][C:6]=2[CH:5]=[C:4]([N:14]2[CH2:18][C@H:17]([CH2:19][NH:20][C:21](=[O:23])[CH3:22])[O:16][C:15]2=[O:24])[CH:3]=1, predict the reactants needed to synthesize it. The reactants are: [F:1][C:2]1[C:12]2[C:11](=[O:13])[CH2:10][CH2:9][CH2:8][CH2:7][C:6]=2[CH:5]=[C:4]([N:14]2[CH2:18][C@H:17]([CH2:19][NH:20][C:21](=[O:23])[CH3:22])[O:16][C:15]2=[O:24])[CH:3]=1.[BH4-].[Na+]. (4) The reactants are: [C:1]([O:5][C:6]([NH:8][CH2:9][C:10]([O:12][CH2:13]/[C:14](/[C:31]1[CH:36]=[CH:35][C:34]([S:37]([CH3:40])(=[O:39])=[O:38])=[CH:33][CH:32]=1)=[C:15](/[C:25]1[CH:30]=[CH:29][CH:28]=[CH:27][CH:26]=1)\[CH2:16][O:17][Si](C(C)(C)C)(C)C)=[O:11])=[O:7])([CH3:4])([CH3:3])[CH3:2]. Given the product [C:1]([O:5][C:6]([NH:8][CH2:9][C:10]([O:12][CH2:13]/[C:14](/[C:31]1[CH:36]=[CH:35][C:34]([S:37]([CH3:40])(=[O:39])=[O:38])=[CH:33][CH:32]=1)=[C:15](/[C:25]1[CH:26]=[CH:27][CH:28]=[CH:29][CH:30]=1)\[CH2:16][OH:17])=[O:11])=[O:7])([CH3:4])([CH3:3])[CH3:2], predict the reactants needed to synthesize it. (5) Given the product [Cl:22][C:21]1[C:12]([NH:11][S:8]([C:5]2[CH:4]=[CH:3][C:2]([NH:1][C:28](=[O:29])[CH2:27][N:25]([CH3:26])[CH3:24])=[CH:7][CH:6]=2)(=[O:10])=[O:9])=[N:13][C:14]2[C:19]([N:20]=1)=[CH:18][CH:17]=[CH:16][CH:15]=2, predict the reactants needed to synthesize it. The reactants are: [NH2:1][C:2]1[CH:7]=[CH:6][C:5]([S:8]([NH:11][C:12]2[C:21]([Cl:22])=[N:20][C:19]3[C:14](=[CH:15][CH:16]=[CH:17][CH:18]=3)[N:13]=2)(=[O:10])=[O:9])=[CH:4][CH:3]=1.Cl.[CH3:24][N:25]([CH2:27][C:28](Cl)=[O:29])[CH3:26].C(N(C(C)C)C(C)C)C. (6) Given the product [C:1](=[O:19])([O:2][CH3:3])[O:4][C:5]1[CH:10]=[CH:9][C:8]([NH2:11])=[CH:7][C:6]=1[O:14][C:15]([F:18])([F:17])[F:16], predict the reactants needed to synthesize it. The reactants are: [C:1](=[O:19])([O:4][C:5]1[CH:10]=[CH:9][C:8]([N+:11]([O-])=O)=[CH:7][C:6]=1[O:14][C:15]([F:18])([F:17])[F:16])[O:2][CH3:3]. (7) Given the product [N:4]1([C:5]([C:7]2[C:15]3[CH:14]=[CH:13][C:12]([C:22]4[CH:27]=[CH:26][CH:25]=[CH:24][CH:23]=4)([C:16]4[CH:21]=[CH:20][CH:19]=[CH:18][CH:17]=4)[CH2:11][C:10]=3[N:9]([CH2:28][O:29][CH2:30][CH2:31][Si:32]([CH3:35])([CH3:34])[CH3:33])[N:8]=2)=[O:6])[CH2:2][CH2:3]1, predict the reactants needed to synthesize it. The reactants are: Cl[CH2:2][CH2:3][NH:4][C:5]([C:7]1[C:15]2[CH:14]=[CH:13][C:12]([C:22]3[CH:27]=[CH:26][CH:25]=[CH:24][CH:23]=3)([C:16]3[CH:21]=[CH:20][CH:19]=[CH:18][CH:17]=3)[CH2:11][C:10]=2[N:9]([CH2:28][O:29][CH2:30][CH2:31][Si:32]([CH3:35])([CH3:34])[CH3:33])[N:8]=1)=[O:6].[H-].[Na+].O.Cl.